Dataset: Forward reaction prediction with 1.9M reactions from USPTO patents (1976-2016). Task: Predict the product of the given reaction. Given the reactants [CH2:1]([OH:19])[CH2:2][CH2:3][CH2:4][CH2:5][CH2:6][CH2:7][CH2:8]/[CH:9]=[CH:10]\[CH2:11]/[CH:12]=[CH:13]\[CH2:14][CH2:15][CH2:16][CH2:17][CH3:18].C(N(CC)CC)C.[CH3:27][S:28](Cl)(=[O:30])=[O:29], predict the reaction product. The product is: [S:28]([O:19][CH2:1][CH2:2][CH2:3][CH2:4][CH2:5][CH2:6][CH2:7][CH2:8]/[CH:9]=[CH:10]\[CH2:11]/[CH:12]=[CH:13]\[CH2:14][CH2:15][CH2:16][CH2:17][CH3:18])(=[O:30])(=[O:29])[CH3:27].